Predict the reactants needed to synthesize the given product. From a dataset of Full USPTO retrosynthesis dataset with 1.9M reactions from patents (1976-2016). (1) Given the product [F:1][C:2]1[C:11]2[S:10][CH:9]=[C:8]3[C:12](=[O:14])[N:17]([C:19]4[CH:20]=[CH:21][C:22]([C:23]([OH:25])=[O:24])=[CH:26][CH:27]=4)[N:18]=[C:7]3[C:6]=2[CH:5]=[CH:4][CH:3]=1, predict the reactants needed to synthesize it. The reactants are: [F:1][C:2]1[CH:3]=[CH:4][CH:5]=[C:6]2[C:11]=1[S:10][CH2:9][CH:8]([C:12]([O:14]C)=O)[C:7]2=O.[NH:17]([C:19]1[CH:27]=[CH:26][C:22]([C:23]([OH:25])=[O:24])=[CH:21][CH:20]=1)[NH2:18].C(O)(=O)C. (2) Given the product [CH3:31][O:32][C:33]1[CH:29]=[CH:30][C:22]([NH:26][C:2]2[C:11]3[C:6](=[CH:7][CH:8]=[CH:9][CH:10]=3)[N:5]=[C:4]([C:12]3[CH:17]=[CH:16][CH:15]=[CH:14][CH:13]=3)[N:3]=2)=[CH:21][CH:20]=1, predict the reactants needed to synthesize it. The reactants are: Cl[C:2]1[C:11]2[C:6](=[CH:7][CH:8]=[CH:9][CH:10]=2)[N:5]=[C:4]([C:12]2[CH:17]=[CH:16][CH:15]=[CH:14][CH:13]=2)[N:3]=1.CO[C:20]1C=CC=[C:22]([NH2:26])[CH:21]=1.[H-].[Na+].[CH2:29]1[CH2:33][O:32][CH2:31][CH2:30]1. (3) Given the product [O:30]1[CH:34]=[CH:33][C:32]([C:2]2[C:3]([NH:16][CH:17]3[CH2:22][CH2:21][N:20]([CH2:23][C:24]4[CH:29]=[CH:28][CH:27]=[CH:26][CH:25]=4)[CH2:19][CH2:18]3)=[N:4][C:5]([NH:8][CH2:9][C:10]3[CH:15]=[CH:14][CH:13]=[CH:12][N:11]=3)=[N:6][CH:7]=2)=[CH:31]1, predict the reactants needed to synthesize it. The reactants are: Br[C:2]1[C:3]([NH:16][CH:17]2[CH2:22][CH2:21][N:20]([CH2:23][C:24]3[CH:29]=[CH:28][CH:27]=[CH:26][CH:25]=3)[CH2:19][CH2:18]2)=[N:4][C:5]([NH:8][CH2:9][C:10]2[CH:15]=[CH:14][CH:13]=[CH:12][N:11]=2)=[N:6][CH:7]=1.[O:30]1[CH:34]=[CH:33][C:32](B(O)O)=[CH:31]1.